This data is from Catalyst prediction with 721,799 reactions and 888 catalyst types from USPTO. The task is: Predict which catalyst facilitates the given reaction. (1) Reactant: [N+:1]([C:4]1[CH:5]=[C:6]([CH2:10][C:11]([OH:13])=O)[CH:7]=[CH:8][CH:9]=1)([O-:3])=[O:2].[NH:14]1[C:18]2=[N:19][CH:20]=[CH:21][CH:22]=[C:17]2[C:16]([C:23]2[N:24]=[C:25]([NH2:28])[S:26][CH:27]=2)=[CH:15]1.C(N(CC)CC)C. Product: [N+:1]([C:4]1[CH:5]=[C:6]([CH2:10][C:11]([NH:28][C:25]2[S:26][CH:27]=[C:23]([C:16]3[C:17]4[C:18](=[N:19][CH:20]=[CH:21][CH:22]=4)[NH:14][CH:15]=3)[N:24]=2)=[O:13])[CH:7]=[CH:8][CH:9]=1)([O-:3])=[O:2]. The catalyst class is: 1. (2) Reactant: [F:1][C:2]1([F:26])[CH2:7][CH2:6][CH:5]([CH2:8][CH:9]=[C:10]([C:19]2([C:22]([F:25])([F:24])[F:23])[CH2:21][CH2:20]2)[O:11][Si](CC)(CC)CC)[CH2:4][CH2:3]1.[Br:27]Br. Product: [Br:27][CH:9]([CH2:8][CH:5]1[CH2:6][CH2:7][C:2]([F:26])([F:1])[CH2:3][CH2:4]1)[C:10]([C:19]1([C:22]([F:25])([F:24])[F:23])[CH2:21][CH2:20]1)=[O:11]. The catalyst class is: 4.